From a dataset of Full USPTO retrosynthesis dataset with 1.9M reactions from patents (1976-2016). Predict the reactants needed to synthesize the given product. (1) Given the product [CH2:1]([N:8]([CH2:21][C:22]1[CH:23]=[CH:24][C:25]([O:26][C:27]2[CH:28]=[CH:29][C:30]([CH2:33][CH2:34][CH2:35][C:36]([NH:41][C@H:42]([C:51]([OH:53])=[O:52])[CH2:43][C:44]3[CH:45]=[CH:46][C:47]([OH:50])=[CH:48][CH:49]=3)=[O:37])=[CH:31][CH:32]=2)=[CH:39][CH:40]=1)[C:9]1[CH:14]=[CH:13][CH:12]=[C:11]([NH:15][S:16]([CH3:19])(=[O:17])=[O:18])[C:10]=1[CH3:20])[C:2]1[CH:3]=[CH:4][CH:5]=[CH:6][CH:7]=1, predict the reactants needed to synthesize it. The reactants are: [CH2:1]([N:8]([CH2:21][C:22]1[CH:40]=[CH:39][C:25]([O:26][C:27]2[CH:32]=[CH:31][C:30]([CH2:33][CH2:34][CH2:35][C:36](O)=[O:37])=[CH:29][CH:28]=2)=[CH:24][CH:23]=1)[C:9]1[CH:14]=[CH:13][CH:12]=[C:11]([NH:15][S:16]([CH3:19])(=[O:18])=[O:17])[C:10]=1[CH3:20])[C:2]1[CH:7]=[CH:6][CH:5]=[CH:4][CH:3]=1.[NH2:41][C@H:42]([C:51]([O:53]C(C)(C)C)=[O:52])[CH2:43][C:44]1[CH:49]=[CH:48][C:47]([OH:50])=[CH:46][CH:45]=1. (2) Given the product [Br:21][C:22]1[CH:29]=[CH:28][C:25]([CH2:26][NH:27][C:14]([C:12]2[S:13][C:9]([S:8][C:7]3[C:2]([Cl:1])=[CH:3][N:4]=[CH:5][C:6]=3[Cl:20])=[C:10]([N+:17]([O-:19])=[O:18])[CH:11]=2)=[O:15])=[CH:24][CH:23]=1, predict the reactants needed to synthesize it. The reactants are: [Cl:1][C:2]1[CH:3]=[N:4][CH:5]=[C:6]([Cl:20])[C:7]=1[S:8][C:9]1[S:13][C:12]([C:14](Cl)=[O:15])=[CH:11][C:10]=1[N+:17]([O-:19])=[O:18].[Br:21][C:22]1[CH:29]=[CH:28][C:25]([CH2:26][NH2:27])=[CH:24][CH:23]=1. (3) Given the product [CH3:1][C:2]1([CH3:24])[O:6][C:5](=[O:7])[N:4]([C:8]2[CH:17]=[CH:16][C:11]([C:12]([OH:14])=[O:13])=[CH:10][CH:9]=2)[C@H:3]1[C:18]1[CH:23]=[CH:22][CH:21]=[CH:20][CH:19]=1, predict the reactants needed to synthesize it. The reactants are: [CH3:1][C:2]1([CH3:24])[O:6][C:5](=[O:7])[N:4]([C:8]2[CH:17]=[CH:16][C:11]([C:12]([O:14]C)=[O:13])=[CH:10][CH:9]=2)[C@H:3]1[C:18]1[CH:23]=[CH:22][CH:21]=[CH:20][CH:19]=1.C1COCC1.[Li+].[OH-].Cl.